Dataset: Full USPTO retrosynthesis dataset with 1.9M reactions from patents (1976-2016). Task: Predict the reactants needed to synthesize the given product. (1) Given the product [CH2:1]1[O:31][C:30]2[CH:29]=[CH:28][C:5]([CH2:6][O:7][C:8](=[O:27])[C@H:9]([NH:12][S:13]([C:16]3[C:17]([CH3:26])=[CH:18][C:19]([O:23][CH3:24])=[CH:20][C:21]=3[CH3:22])(=[O:15])=[O:14])[CH2:10][O:11][CH:37]3[CH2:36][CH2:35][CH2:34][CH2:33][O:45]3)=[CH:4][C:3]=2[O:2]1, predict the reactants needed to synthesize it. The reactants are: [CH2:1]1[O:31][C:30]2[CH:29]=[CH:28][C:5]([CH2:6][O:7][C:8](=[O:27])[C@H:9]([NH:12][S:13]([C:16]3[C:21]([CH3:22])=[CH:20][C:19]([O:23][CH3:24])=[C:18](C)[C:17]=3[CH3:26])(=[O:15])=[O:14])[CH2:10][OH:11])=[CH:4][C:3]=2[O:2]1.O.[C:33]1(C)C=[CH:37][C:36](S(O)(=O)=O)=[CH:35][CH:34]=1.C(=O)(O)[O-:45].[Na+]. (2) Given the product [Cl:10][C:11]1[C:16]([Cl:17])=[CH:15][CH:14]=[CH:13][C:12]=1[NH:18][C:19]1[C:7]2[CH2:8][C:2]3[S:1][CH:5]=[CH:4][C:3]=3[C:6]=2[NH:32][N:31]=1, predict the reactants needed to synthesize it. The reactants are: [S:1]1[CH:5]=[CH:4][C:3]2[C:6](=O)[CH2:7][CH2:8][C:2]1=2.[Cl:10][C:11]1[C:16]([Cl:17])=[CH:15][CH:14]=[CH:13][C:12]=1[N:18]=[C:19]=S.C[Si](C)(C)[Si](C)(C)C.[Li].O.[NH2:31][NH2:32].